Dataset: Reaction yield outcomes from USPTO patents with 853,638 reactions. Task: Predict the reaction yield, written as a fraction of the theoretical maximum amount of product (1.0 means a 100% yield; for example, 0.34 means a 34% yield). (1) The reactants are C1(C)C=CC(S(O[C@@H:11]([CH2:13]/[CH:14]=[CH:15]/[C:16]2[CH:17]=[N:18][CH:19]=[C:20]([O:22][CH:23]([CH3:25])[CH3:24])[CH:21]=2)[CH3:12])(=O)=O)=CC=1.[CH3:27][NH2:28]. The catalyst is C(O)C. The product is [CH3:27][NH:28][C@H:11]([CH2:13]/[CH:14]=[CH:15]/[C:16]1[CH:17]=[N:18][CH:19]=[C:20]([O:22][CH:23]([CH3:25])[CH3:24])[CH:21]=1)[CH3:12]. The yield is 0.310. (2) The reactants are [CH:1]([N:4]1[C:8]([C:9]2[N:18]=[C:17]3[N:11]([CH2:12][CH2:13][O:14][C:15]4[CH:22]=[C:21]([O:23][C:24]([CH3:29])([CH3:28])[C:25]([OH:27])=O)[N:20]=[CH:19][C:16]=43)[CH:10]=2)=[N:7][CH:6]=[N:5]1)([CH3:3])[CH3:2].C[N:31](C(ON1N=NC2C=CC=NC1=2)=[N+](C)C)C.F[P-](F)(F)(F)(F)F.[Cl-].[NH4+].C(N(CC)CC)C. The catalyst is CN(C=O)C. The product is [CH:1]([N:4]1[C:8]([C:9]2[N:18]=[C:17]3[C:16]4[CH:19]=[N:20][C:21]([O:23][C:24]([CH3:28])([CH3:29])[C:25]([NH2:31])=[O:27])=[CH:22][C:15]=4[O:14][CH2:13][CH2:12][N:11]3[CH:10]=2)=[N:7][CH:6]=[N:5]1)([CH3:3])[CH3:2]. The yield is 0.380. (3) The reactants are Br[C:2]1[CH:10]=[CH:9][C:5]([C:6]([OH:8])=[O:7])=[C:4]([F:11])[CH:3]=1.[F:12][C:13]([F:19])([F:18])[C:14]([F:17])([F:16])I. The catalyst is CS(C)=O.O.[Cu]. The product is [F:11][C:4]1[CH:3]=[C:2]([C:14]([F:17])([F:16])[C:13]([F:19])([F:18])[F:12])[CH:10]=[CH:9][C:5]=1[C:6]([OH:8])=[O:7]. The yield is 0.510. (4) The reactants are Cl[CH2:2][C:3]([NH:5][C:6]1[CH:11]=[CH:10][C:9]([F:12])=[CH:8][C:7]=1[OH:13])=[O:4].CCN(C(C)C)C(C)C. The catalyst is C(#N)C. The product is [F:12][C:9]1[CH:10]=[CH:11][C:6]2[NH:5][C:3](=[O:4])[CH2:2][O:13][C:7]=2[CH:8]=1. The yield is 0.780. (5) The reactants are FC(F)(F)S(O[C:7]1[CH2:16][CH2:15][C:10]2([O:14][CH2:13][CH2:12][O:11]2)[CH2:9][CH:8]=1)(=O)=O.[CH3:19][C:20]1([CH3:36])[C:24]([CH3:26])([CH3:25])[O:23][B:22]([B:22]2[O:23][C:24]([CH3:26])([CH3:25])[C:20]([CH3:36])([CH3:19])[O:21]2)[O:21]1.CC([O-])=O.[K+]. The catalyst is O1CCOCC1.C1C=CC(P(C2C=CC=CC=2)[C-]2C=CC=C2)=CC=1.C1C=CC(P(C2C=CC=CC=2)[C-]2C=CC=C2)=CC=1.Cl[Pd]Cl.[Fe+2].C(Cl)Cl. The product is [CH3:19][C:20]1([CH3:36])[C:24]([CH3:26])([CH3:25])[O:23][B:22]([C:7]2[CH2:16][CH2:15][C:10]3([O:14][CH2:13][CH2:12][O:11]3)[CH2:9][CH:8]=2)[O:21]1. The yield is 0.950. (6) The reactants are [CH2:1]([C@H:8]([NH:33]C(=O)OC(C)(C)C)[C@@H:9]([OH:32])[CH2:10][N:11]([CH2:25][C:26]1[CH:31]=[CH:30][CH:29]=[CH:28][CH:27]=1)[NH:12][C:13](=[O:24])[C@@H:14]([NH:19][C:20]([O:22][CH3:23])=[O:21])[C@@H:15]([CH3:18])[CH2:16][CH3:17])[C:2]1[CH:7]=[CH:6][CH:5]=[CH:4][CH:3]=1.Cl. The catalyst is C1COCC1. The product is [NH2:33][C@@H:8]([CH2:1][C:2]1[CH:7]=[CH:6][CH:5]=[CH:4][CH:3]=1)[C@@H:9]([OH:32])[CH2:10][N:11]([CH2:25][C:26]1[CH:31]=[CH:30][CH:29]=[CH:28][CH:27]=1)[NH:12][C:13]([C@@H:14]([NH:19][C:20](=[O:21])[O:22][CH3:23])[C@@H:15]([CH3:18])[CH2:16][CH3:17])=[O:24]. The yield is 0.890. (7) The reactants are [OH:1][C:2]1[CH:7]=[CH:6][C:5]([C:8]([C:10]2[CH:19]=[CH:18][C:13]([C:14]([O:16][CH3:17])=[O:15])=[CH:12][CH:11]=2)=O)=[CH:4][CH:3]=1.[C:20]1(=O)[CH2:27][CH2:26][CH2:25][CH2:24][CH2:23][CH2:22][CH2:21]1. The catalyst is C1COCC1.[Zn].Cl[Ti](Cl)(Cl)Cl. The product is [C:20]1(=[C:8]([C:5]2[CH:6]=[CH:7][C:2]([OH:1])=[CH:3][CH:4]=2)[C:10]2[CH:19]=[CH:18][C:13]([C:14]([O:16][CH3:17])=[O:15])=[CH:12][CH:11]=2)[CH2:27][CH2:26][CH2:25][CH2:24][CH2:23][CH2:22][CH2:21]1. The yield is 0.600.